Dataset: Catalyst prediction with 721,799 reactions and 888 catalyst types from USPTO. Task: Predict which catalyst facilitates the given reaction. (1) Reactant: [Cl:1][C:2]1[CH:3]=[C:4]([C:12]2[O:16][N:15]=[C:14]([C:17]3[CH:22]=[CH:21][C:20]([OH:23])=[CH:19][C:18]=3[CH3:24])[N:13]=2)[CH:5]=[CH:6][C:7]=1[O:8][CH:9]([CH3:11])[CH3:10].C1C=CC(P(C2C=CC=CC=2)C2C=CC=CC=2)=CC=1.O[CH2:45][C:46]([O:48][CH2:49][CH3:50])=[O:47].CC(OC(/N=N/C(OC(C)C)=O)=O)C. Product: [Cl:1][C:2]1[CH:3]=[C:4]([C:12]2[O:16][N:15]=[C:14]([C:17]3[CH:22]=[CH:21][C:20]([O:23][CH2:45][C:46]([O:48][CH2:49][CH3:50])=[O:47])=[CH:19][C:18]=3[CH3:24])[N:13]=2)[CH:5]=[CH:6][C:7]=1[O:8][CH:9]([CH3:10])[CH3:11]. The catalyst class is: 7. (2) Reactant: C(OC([N:11]([CH2:27][C:28]1[CH:33]=[C:32]([C:34]([F:37])([F:36])[F:35])[CH:31]=[C:30]([C:38]([F:41])([F:40])[F:39])[CH:29]=1)[C:12]1[N:17]=[CH:16][C:15]([O:18][CH2:19][CH2:20][CH2:21][C:22]([O:24][CH2:25][CH3:26])=[O:23])=[CH:14][N:13]=1)=O)C1C=CC=CC=1. Product: [F:37][C:34]([F:35])([F:36])[C:32]1[CH:33]=[C:28]([CH:29]=[C:30]([C:38]([F:39])([F:40])[F:41])[CH:31]=1)[CH2:27][NH:11][C:12]1[N:13]=[CH:14][C:15]([O:18][CH2:19][CH2:20][CH2:21][C:22]([O:24][CH2:25][CH3:26])=[O:23])=[CH:16][N:17]=1. The catalyst class is: 457. (3) Reactant: [CH3:1][O:2][C:3]1[C:8]([O:9][CH3:10])=[CH:7][CH:6]=[CH:5][C:4]=1[CH:11]=[CH:12][CH2:13][C:14]([OH:16])=[O:15]. Product: [CH3:1][O:2][C:3]1[C:8]([O:9][CH3:10])=[CH:7][CH:6]=[CH:5][C:4]=1[CH2:11][CH2:12][CH2:13][C:14]([OH:16])=[O:15]. The catalyst class is: 50. (4) Reactant: [CH2:1]([N:3]1[C:11]2[C:6](=[N:7][CH:8]=[C:9]([CH3:12])[CH:10]=2)[N:5]([C:13]2[CH:33]=[CH:32][C:16]([O:17][C:18]3[N:19]=[C:20]4[CH:25]=[CH:24][CH:23]=[CH:22][N:21]4[C:26]=3C(OCC)=O)=[CH:15][CH:14]=2)[C:4]1=[O:34])[CH3:2].[OH-].[Na+].Cl. Product: [CH2:1]([N:3]1[C:11]2[C:6](=[N:7][CH:8]=[C:9]([CH3:12])[CH:10]=2)[N:5]([C:13]2[CH:33]=[CH:32][C:16]([O:17][C:18]3[N:19]=[C:20]4[CH:25]=[CH:24][CH:23]=[CH:22][N:21]4[CH:26]=3)=[CH:15][CH:14]=2)[C:4]1=[O:34])[CH3:2]. The catalyst class is: 14. (5) Reactant: [C:1]([C:3]1[CH:4]=[C:5]([CH3:16])[C:6]([C:9]([O:11]C(C)(C)C)=[O:10])=[N:7][CH:8]=1)#[N:2].C(O)(C(F)(F)F)=O. Product: [C:1]([C:3]1[CH:4]=[C:5]([CH3:16])[C:6]([C:9]([OH:11])=[O:10])=[N:7][CH:8]=1)#[N:2]. The catalyst class is: 4.